This data is from Forward reaction prediction with 1.9M reactions from USPTO patents (1976-2016). The task is: Predict the product of the given reaction. (1) Given the reactants [Cl:1][C:2]1[CH:7]=[CH:6][C:5]([C:8]#[C:9][CH:10]([N:12]2C(=O)C3C(=CC=CC=3)C2=O)[CH3:11])=[CH:4][CH:3]=1.CO.NN, predict the reaction product. The product is: [Cl:1][C:2]1[CH:3]=[CH:4][C:5]([C:8]#[C:9][CH:10]([NH2:12])[CH3:11])=[CH:6][CH:7]=1. (2) Given the reactants Br[CH2:2][C:3]([O:5][C:6]([CH3:9])([CH3:8])[CH3:7])=[O:4].[F:10][CH:11]([F:14])[CH2:12][NH2:13].C(=O)([O-])[O-].[K+].[K+], predict the reaction product. The product is: [F:10][CH:11]([F:14])[CH2:12][NH:13][CH2:2][C:3]([O:5][C:6]([CH3:9])([CH3:8])[CH3:7])=[O:4].